This data is from Forward reaction prediction with 1.9M reactions from USPTO patents (1976-2016). The task is: Predict the product of the given reaction. (1) Given the reactants Br[C:2]1[CH:10]=[CH:9][C:5]([C:6]([OH:8])=[O:7])=[CH:4][C:3]=1[F:11].[CH3:12][N:13](C=O)C, predict the reaction product. The product is: [C:12]([C:2]1[CH:10]=[CH:9][C:5]([C:6]([OH:8])=[O:7])=[CH:4][C:3]=1[F:11])#[N:13]. (2) Given the reactants [Br:1][C:2]1[CH:7]=[CH:6][C:5]([CH2:8][CH2:9][OH:10])=[C:4](C)[CH:3]=1.BrC1C=CC(C=C)=[C:15]([O:21]CC)[CH:14]=1.B1C2CCCC1CCC2, predict the reaction product. The product is: [Br:1][C:2]1[CH:7]=[CH:6][C:5]([CH2:8][CH2:9][OH:10])=[C:4]([O:21][CH2:15][CH3:14])[CH:3]=1. (3) Given the reactants Cl[C:2]1[N:7]=[CH:6][NH:5][C:4]2=[N:8][CH:9]=[CH:10][C:3]=12.O(C(C)(C)C)[K].C1COCC1.[C:22]1([CH2:28][SH:29])[CH:27]=[CH:26][CH:25]=[CH:24][CH:23]=1, predict the reaction product. The product is: [CH2:28]([S:29][C:2]1[C:3]2[CH:10]=[CH:9][NH:8][C:4]=2[N:5]=[CH:6][N:7]=1)[C:22]1[CH:27]=[CH:26][CH:25]=[CH:24][CH:23]=1. (4) Given the reactants [Br:1][C:2]1[CH:7]=[CH:6][C:5]([Cl:8])=[CH:4][C:3]=1[CH2:9][C:10]([NH:12][CH2:13][C:14]#[CH:15])=[O:11].OS(C(F)(F)F)(=O)=O.[OH-].[Na+], predict the reaction product. The product is: [Br:1][C:2]1[CH:7]=[CH:6][C:5]([Cl:8])=[CH:4][C:3]=1[CH2:9][C:10]1[O:11][C:14]([CH3:15])=[CH:13][N:12]=1. (5) Given the reactants C([O:4][CH2:5][C:6]1[CH:11]=[C:10]([CH2:12][O:13]C(=O)C)[CH:9]=[CH:8][C:7]=1[Br:17])(=O)C.C(OCC1C=CC=C(COC(=O)C)C=1Br)(=O)C.[OH-].[Na+].Cl, predict the reaction product. The product is: [OH:4][CH2:5][C:6]1[CH:11]=[C:10]([CH2:12][OH:13])[CH:9]=[CH:8][C:7]=1[Br:17]. (6) Given the reactants [CH:1](=[C:4]1[CH2:9][CH2:8][N:7]([C:10]([O:12][C:13]([CH3:16])([CH3:15])[CH3:14])=[O:11])[CH2:6][CH2:5]1)[C:2]#[CH:3].Br[C:18]1[CH:19]=[N:20][CH:21]=[C:22]([CH:25]=1)[C:23]#[N:24], predict the reaction product. The product is: [C:23]([C:22]1[CH:25]=[C:18]([C:3]#[C:2][CH:1]=[C:4]2[CH2:9][CH2:8][N:7]([C:10]([O:12][C:13]([CH3:16])([CH3:15])[CH3:14])=[O:11])[CH2:6][CH2:5]2)[CH:19]=[N:20][CH:21]=1)#[N:24]. (7) Given the reactants [CH2:1]([O:8][C:9]([NH:11][CH2:12][CH2:13][CH2:14][CH2:15][CH2:16][C:17]([O:19][CH3:20])=[O:18])=[O:10])[C:2]1[CH:7]=[CH:6][CH:5]=[CH:4][CH:3]=1.[H-].[Na+].[CH3:23]I, predict the reaction product. The product is: [CH2:1]([O:8][C:9]([N:11]([CH3:23])[CH2:12][CH2:13][CH2:14][CH2:15][CH2:16][C:17]([O:19][CH3:20])=[O:18])=[O:10])[C:2]1[CH:3]=[CH:4][CH:5]=[CH:6][CH:7]=1. (8) Given the reactants [Br:1][C:2]1[CH:3]=[C:4]([C:11](=[O:13])C)[CH:5]=[C:6]2[C:10]=1[CH2:9][CH2:8][CH2:7]2.[O-]Cl.[Na+].[OH-].[Na+].S(S([O-])=O)([O-])(=O)=[O:20].[Na+].[Na+], predict the reaction product. The product is: [Br:1][C:2]1[CH:3]=[C:4]([C:11]([OH:13])=[O:20])[CH:5]=[C:6]2[C:10]=1[CH2:9][CH2:8][CH2:7]2.